Predict which catalyst facilitates the given reaction. From a dataset of Catalyst prediction with 721,799 reactions and 888 catalyst types from USPTO. (1) Reactant: [CH2:1]([O:8][C:9]1[C:13]([CH2:14][CH2:15][C:16]([O:18][CH2:19][CH3:20])=[O:17])=[CH:12][N:11](C(OC(C)(C)C)=O)[N:10]=1)[C:2]1[CH:7]=[CH:6][CH:5]=[CH:4][CH:3]=1.Cl.C(=O)([O-])O.[Na+]. Product: [CH2:1]([O:8][C:9]1[C:13]([CH2:14][CH2:15][C:16]([O:18][CH2:19][CH3:20])=[O:17])=[CH:12][NH:11][N:10]=1)[C:2]1[CH:3]=[CH:4][CH:5]=[CH:6][CH:7]=1. The catalyst class is: 13. (2) Reactant: [F:1][C:2]1[CH:7]=[CH:6][C:5]([NH:8][C:9]([C:11]2([C:14]([NH:16][C:17]3[CH:22]=[CH:21][C:20]([O:23][C:24]4[C:33]5[C:28](=[CH:29][C:30]([OH:36])=[C:31]([O:34][CH3:35])[CH:32]=5)[N:27]=[CH:26][N:25]=4)=[C:19]([F:37])[CH:18]=3)=[O:15])[CH2:13][CH2:12]2)=[O:10])=[CH:4][CH:3]=1.[C:38]([O:42][C:43]([N:45]1[CH2:50][CH2:49][CH:48]([CH2:51]OS(C)(=O)=O)[CH2:47][CH2:46]1)=[O:44])([CH3:41])([CH3:40])[CH3:39].C([O-])([O-])=O.[K+].[K+]. Product: [C:38]([O:42][C:43]([N:45]1[CH2:50][CH2:49][CH:48]([CH2:51][O:36][C:30]2[CH:29]=[C:28]3[C:33]([C:24]([O:23][C:20]4[CH:21]=[CH:22][C:17]([NH:16][C:14]([C:11]5([C:9](=[O:10])[NH:8][C:5]6[CH:4]=[CH:3][C:2]([F:1])=[CH:7][CH:6]=6)[CH2:13][CH2:12]5)=[O:15])=[CH:18][C:19]=4[F:37])=[N:25][CH:26]=[N:27]3)=[CH:32][C:31]=2[O:34][CH3:35])[CH2:47][CH2:46]1)=[O:44])([CH3:41])([CH3:39])[CH3:40]. The catalyst class is: 31. (3) Reactant: [CH:1]1([NH2:4])[CH2:3][CH2:2]1.[Cl:5][C:6]1[N:11]=[C:10](Cl)[CH:9]=[C:8]([CH2:13][O:14][CH2:15][C:16]([F:19])([F:18])[F:17])[N:7]=1. Product: [Cl:5][C:6]1[N:11]=[C:10]([NH:4][CH:1]2[CH2:3][CH2:2]2)[CH:9]=[C:8]([CH2:13][O:14][CH2:15][C:16]([F:19])([F:17])[F:18])[N:7]=1. The catalyst class is: 449. (4) Reactant: [NH2:1][CH2:2][C:3]1[CH:4]=[C:5]([C:10]2[CH:15]=[CH:14][CH:13]=[C:12]([CH2:16][N:17]3[CH2:22][CH2:21][N:20](C(OC(C)(C)C)=O)[C@@H:19]([CH3:30])[CH2:18]3)[CH:11]=2)[CH:6]=[CH:7][C:8]=1[F:9].[CH2:31]([O:33][C:34]1[CH:35]=[C:36]([CH:40]=[CH:41][CH:42]=1)[C:37](O)=[O:38])[CH3:32].CN(C(ON1N=NC2C=CC=NC1=2)=[N+](C)C)C.F[P-](F)(F)(F)(F)F.C(N(C(C)C)CC)(C)C. Product: [CH2:31]([O:33][C:34]1[CH:35]=[C:36]([CH:40]=[CH:41][CH:42]=1)[C:37]([NH:1][CH2:2][C:3]1[CH:4]=[C:5]([C:10]2[CH:15]=[CH:14][CH:13]=[C:12]([CH2:16][N:17]3[CH2:22][CH2:21][NH:20][C@@H:19]([CH3:30])[CH2:18]3)[CH:11]=2)[CH:6]=[CH:7][C:8]=1[F:9])=[O:38])[CH3:32]. The catalyst class is: 3. (5) The catalyst class is: 93. Reactant: [NH2:1][C:2]1[N:7]=[CH:6][C:5]([C:8]([C:10]2[C:11]([F:28])=[C:12]([C@H:17]([NH:20][CH:21]([CH:25]([CH3:27])[CH3:26])[CH2:22][C:23]#[N:24])[CH2:18][CH3:19])[CH:13]=[CH:14][C:15]=2[Cl:16])=[O:9])=[CH:4][CH:3]=1.S(=O)(=O)(O)[OH:30].C([O-])([O-])=O.[Na+].[Na+].C([O-])(O)=O.[Na+]. Product: [NH2:1][C:2]1[N:7]=[CH:6][C:5]([C:8]([C:10]2[C:11]([F:28])=[C:12]([C@H:17]([NH:20][C@@H:21]([CH:25]([CH3:27])[CH3:26])[CH2:22][C:23]([NH2:24])=[O:30])[CH2:18][CH3:19])[CH:13]=[CH:14][C:15]=2[Cl:16])=[O:9])=[CH:4][CH:3]=1. (6) Reactant: O.FC(F)(F)C(O)=O.C([O:11][CH:12](OCC)[CH2:13][N:14]1[C:18](=[O:19])[C:17]2=[CH:20][CH:21]=[CH:22][CH:23]=[C:16]2[C:15]1=[O:24])C. Product: [O:24]=[C:15]1[C:16]2[C:17](=[CH:20][CH:21]=[CH:22][CH:23]=2)[C:18](=[O:19])[N:14]1[CH2:13][CH:12]=[O:11]. The catalyst class is: 22. (7) Reactant: [F:1][C:2]1[CH:32]=[CH:31][C:5]([CH2:6][N:7]2[C:12](=[O:13])[C:11]([C:14]3[NH:19][C:18]4[CH:20]=[CH:21][C:22](I)=[CH:23][C:17]=4[S:16](=[O:26])(=[O:25])[N:15]=3)=[C:10]([OH:27])[C:9]3=[CH:28][CH:29]=[CH:30][N:8]23)=[CH:4][CH:3]=1.C([Sn](CCCC)(CCCC)[C:38]1[S:39](=[O:44])(=[O:43])[CH2:40][CH2:41][CH:42]=1)CCC. Product: [O:43]=[S:39]1(=[O:44])[CH2:40][CH2:41][CH:42]=[C:38]1[C:22]1[CH:21]=[CH:20][C:18]2[NH:19][C:14]([C:11]3[C:12](=[O:13])[N:7]([CH2:6][C:5]4[CH:31]=[CH:32][C:2]([F:1])=[CH:3][CH:4]=4)[N:8]4[CH:30]=[CH:29][CH:28]=[C:9]4[C:10]=3[OH:27])=[N:15][S:16](=[O:26])(=[O:25])[C:17]=2[CH:23]=1. The catalyst class is: 427. (8) Reactant: Br[C:2]1[CH:7]=[CH:6][C:5]([C:8]2[CH:13]=[CH:12][C:11]([Cl:14])=[CH:10][CH:9]=2)=[CH:4][CH:3]=1.CCCCCC.C([Li])CCC.[B:26](OCCC)([O:31]CCC)[O:27]CCC.Cl. Product: [Cl:14][C:11]1[CH:12]=[CH:13][C:8]([C:5]2[CH:6]=[CH:7][C:2]([B:26]([OH:31])[OH:27])=[CH:3][CH:4]=2)=[CH:9][CH:10]=1. The catalyst class is: 7. (9) Reactant: [OH-].[Na+].[Cl:3][C:4]1[C:9]([C:10]2[N:14]=[C:13]([C:15]3[CH:16]=[N:17][C:18]([O:22][CH:23]([CH3:25])[CH3:24])=[C:19]([Cl:21])[CH:20]=3)[O:12][N:11]=2)=[CH:8][CH:7]=[CH:6][C:5]=1[CH2:26][CH2:27][CH2:28][C:29]([O:31]CC)=[O:30].Cl. Product: [Cl:3][C:4]1[C:9]([C:10]2[N:14]=[C:13]([C:15]3[CH:16]=[N:17][C:18]([O:22][CH:23]([CH3:24])[CH3:25])=[C:19]([Cl:21])[CH:20]=3)[O:12][N:11]=2)=[CH:8][CH:7]=[CH:6][C:5]=1[CH2:26][CH2:27][CH2:28][C:29]([OH:31])=[O:30]. The catalyst class is: 378. (10) Reactant: [Cl:1][C:2]1[CH:16]=[CH:15][CH:14]=[CH:13][C:3]=1[CH:4]([OH:12])[C:5]1[CH:10]=[CH:9][C:8]([Cl:11])=[CH:7][CH:6]=1.C1(C)C=CC(S(O)(=O)=O)=CC=1.[CH:28]([N:41]1[CH2:44][CH:43](O)[CH2:42]1)([C:35]1[CH:40]=[CH:39][CH:38]=[CH:37][CH:36]=1)[C:29]1[CH:34]=[CH:33][CH:32]=[CH:31][CH:30]=1. Product: [CH:28]([N:41]1[CH2:44][CH:43]([O:12][CH:4]([C:5]2[CH:6]=[CH:7][C:8]([Cl:11])=[CH:9][CH:10]=2)[C:3]2[CH:13]=[CH:14][CH:15]=[CH:16][C:2]=2[Cl:1])[CH2:42]1)([C:35]1[CH:36]=[CH:37][CH:38]=[CH:39][CH:40]=1)[C:29]1[CH:30]=[CH:31][CH:32]=[CH:33][CH:34]=1. The catalyst class is: 11.